The task is: Regression. Given two drug SMILES strings and cell line genomic features, predict the synergy score measuring deviation from expected non-interaction effect.. This data is from NCI-60 drug combinations with 297,098 pairs across 59 cell lines. (1) Drug 1: CCC1=CC2CC(C3=C(CN(C2)C1)C4=CC=CC=C4N3)(C5=C(C=C6C(=C5)C78CCN9C7C(C=CC9)(C(C(C8N6C)(C(=O)OC)O)OC(=O)C)CC)OC)C(=O)OC. Drug 2: CC1(CCCN1)C2=NC3=C(C=CC=C3N2)C(=O)N. Cell line: NCI-H460. Synergy scores: CSS=49.7, Synergy_ZIP=-0.218, Synergy_Bliss=-0.703, Synergy_Loewe=-76.0, Synergy_HSA=1.13. (2) Drug 1: C(=O)(N)NO. Drug 2: CC1C(C(CC(O1)OC2CC(CC3=C2C(=C4C(=C3O)C(=O)C5=CC=CC=C5C4=O)O)(C(=O)C)O)N)O. Cell line: SF-295. Synergy scores: CSS=26.6, Synergy_ZIP=-4.27, Synergy_Bliss=-7.83, Synergy_Loewe=-10.5, Synergy_HSA=-6.04. (3) Drug 1: CC(CN1CC(=O)NC(=O)C1)N2CC(=O)NC(=O)C2. Drug 2: C1C(C(OC1N2C=C(C(=O)NC2=O)F)CO)O. Cell line: NCI-H322M. Synergy scores: CSS=9.31, Synergy_ZIP=-4.83, Synergy_Bliss=-1.96, Synergy_Loewe=-13.0, Synergy_HSA=-3.77. (4) Drug 1: CCCCC(=O)OCC(=O)C1(CC(C2=C(C1)C(=C3C(=C2O)C(=O)C4=C(C3=O)C=CC=C4OC)O)OC5CC(C(C(O5)C)O)NC(=O)C(F)(F)F)O. Drug 2: C(CC(=O)O)C(=O)CN.Cl. Cell line: RXF 393. Synergy scores: CSS=8.07, Synergy_ZIP=-2.57, Synergy_Bliss=2.37, Synergy_Loewe=-0.167, Synergy_HSA=1.62. (5) Drug 1: COC1=CC(=CC(=C1O)OC)C2C3C(COC3=O)C(C4=CC5=C(C=C24)OCO5)OC6C(C(C7C(O6)COC(O7)C8=CC=CS8)O)O. Drug 2: CC1CCC2CC(C(=CC=CC=CC(CC(C(=O)C(C(C(=CC(C(=O)CC(OC(=O)C3CCCCN3C(=O)C(=O)C1(O2)O)C(C)CC4CCC(C(C4)OC)O)C)C)O)OC)C)C)C)OC. Cell line: UO-31. Synergy scores: CSS=16.6, Synergy_ZIP=-12.1, Synergy_Bliss=-11.6, Synergy_Loewe=-12.2, Synergy_HSA=-6.05. (6) Cell line: SNB-19. Drug 2: CC1C(C(CC(O1)OC2CC(OC(C2O)C)OC3=CC4=CC5=C(C(=O)C(C(C5)C(C(=O)C(C(C)O)O)OC)OC6CC(C(C(O6)C)O)OC7CC(C(C(O7)C)O)OC8CC(C(C(O8)C)O)(C)O)C(=C4C(=C3C)O)O)O)O. Drug 1: CS(=O)(=O)CCNCC1=CC=C(O1)C2=CC3=C(C=C2)N=CN=C3NC4=CC(=C(C=C4)OCC5=CC(=CC=C5)F)Cl. Synergy scores: CSS=37.0, Synergy_ZIP=0.306, Synergy_Bliss=1.38, Synergy_Loewe=-5.32, Synergy_HSA=-0.764. (7) Drug 1: CC12CCC(CC1=CCC3C2CCC4(C3CC=C4C5=CN=CC=C5)C)O. Drug 2: COC1=CC(=CC(=C1O)OC)C2C3C(COC3=O)C(C4=CC5=C(C=C24)OCO5)OC6C(C(C7C(O6)COC(O7)C8=CC=CS8)O)O. Cell line: HOP-92. Synergy scores: CSS=28.9, Synergy_ZIP=-12.2, Synergy_Bliss=-9.09, Synergy_Loewe=-28.1, Synergy_HSA=-7.96. (8) Drug 1: C1=CC(=CC=C1CC(C(=O)O)N)N(CCCl)CCCl.Cl. Drug 2: COCCOC1=C(C=C2C(=C1)C(=NC=N2)NC3=CC=CC(=C3)C#C)OCCOC.Cl. Cell line: RPMI-8226. Synergy scores: CSS=12.9, Synergy_ZIP=-0.819, Synergy_Bliss=6.08, Synergy_Loewe=-1.82, Synergy_HSA=1.27.